This data is from Catalyst prediction with 721,799 reactions and 888 catalyst types from USPTO. The task is: Predict which catalyst facilitates the given reaction. (1) Reactant: [NH:1](C(OC(C)(C)C)=O)[C@H:2]([C:10]([NH:12][CH2:13][C:14]([NH:16][C@H:17]([C:22]([NH:24][C@@H:25]([C:33]([NH:35][C@H:36]([C:40]([O:42]C)=[O:41])[CH:37]([CH3:39])[CH3:38])=[O:34])[CH2:26][C:27]1[CH:32]=[CH:31][CH:30]=[CH:29][CH:28]=1)=[O:23])[CH2:18][C:19](=[O:21])[OH:20])=[O:15])=[O:11])[CH2:3][CH2:4][CH2:5][NH:6][C:7](=[NH:9])[NH2:8].[OH-].[Na+]. Product: [NH2:1][C@H:2]([C:10]([NH:12][CH2:13][C:14]([NH:16][C@H:17]([C:22]([NH:24][C@@H:25]([C:33]([NH:35][C@H:36]([C:40]([OH:42])=[O:41])[CH:37]([CH3:39])[CH3:38])=[O:34])[CH2:26][C:27]1[CH:28]=[CH:29][CH:30]=[CH:31][CH:32]=1)=[O:23])[CH2:18][C:19](=[O:20])[OH:21])=[O:15])=[O:11])[CH2:3][CH2:4][CH2:5][NH:6][C:7](=[NH:8])[NH2:9]. The catalyst class is: 5. (2) Reactant: [NH2:1][C:2]1[N:7]=[C:6]([CH3:8])[C:5]([CH:9]([CH3:15])[C:10]([O:12][CH2:13][CH3:14])=[O:11])=[CH:4][CH:3]=1.[CH:16](OCC)(OCC)OCC.[N-:26]=[N+:27]=[N-:28].[Na+]. Product: [CH3:8][C:6]1[C:5]([CH:9]([CH3:15])[C:10]([O:12][CH2:13][CH3:14])=[O:11])=[CH:4][CH:3]=[C:2]([N:1]2[CH:16]=[N:28][N:27]=[N:26]2)[N:7]=1. The catalyst class is: 52. (3) Reactant: Cl[C:2]1[C:7]([CH:8]=[O:9])=[C:6]([NH:10][C:11]2[CH:16]=[CH:15][CH:14]=[CH:13][CH:12]=2)[N:5]=[C:4]([S:17][CH3:18])[N:3]=1.C([O-])([O-])=O.[K+].[K+].[C:25]1(B(O)O)[CH:30]=[CH:29][CH:28]=[CH:27][CH:26]=1. Product: [CH3:18][S:17][C:4]1[N:3]=[C:2]([C:25]2[CH:30]=[CH:29][CH:28]=[CH:27][CH:26]=2)[C:7]([CH:8]=[O:9])=[C:6]([NH:10][C:11]2[CH:16]=[CH:15][CH:14]=[CH:13][CH:12]=2)[N:5]=1. The catalyst class is: 38. (4) Reactant: Cl.[F:2][C:3]1[C:12]([F:13])=[C:11]2[C:6]([CH2:7][CH2:8][CH2:9][O:10]2)=[C:5]([I:14])[C:4]=1[O:15]COC. Product: [F:2][C:3]1[C:12]([F:13])=[C:11]2[C:6]([CH2:7][CH2:8][CH2:9][O:10]2)=[C:5]([I:14])[C:4]=1[OH:15]. The catalyst class is: 680. (5) Reactant: [C:1]([C:3]1[C:11]2[C:6](=[CH:7][C:8]([C:12]3[CH:17]=[CH:16][C:15]([NH:18][C:19]([NH:21][C:22]4[CH:27]=[CH:26][CH:25]=[C:24]([F:28])[CH:23]=4)=[O:20])=[CH:14][CH:13]=3)=[CH:9][CH:10]=2)[N:5]([CH2:29][O:30][CH2:31][CH2:32][Si:33]([CH3:36])([CH3:35])[CH3:34])[N:4]=1)#[CH:2].C[Si]([N:41]=[N+:42]=[N-:43])(C)C. Product: [NH:41]1[C:1]([C:3]2[C:11]3[C:6](=[CH:7][C:8]([C:12]4[CH:13]=[CH:14][C:15]([NH:18][C:19]([NH:21][C:22]5[CH:27]=[CH:26][CH:25]=[C:24]([F:28])[CH:23]=5)=[O:20])=[CH:16][CH:17]=4)=[CH:9][CH:10]=3)[N:5]([CH2:29][O:30][CH2:31][CH2:32][Si:33]([CH3:34])([CH3:36])[CH3:35])[N:4]=2)=[CH:2][N:43]=[N:42]1. The catalyst class is: 405. (6) Reactant: [Br:1][C:2]1[C:3]([NH:22][S:23]([CH3:26])(=[O:25])=[O:24])=[CH:4][C:5]2[O:9][C:8]([C:10]3[CH:15]=[CH:14][C:13]([F:16])=[CH:12][C:11]=3[F:17])=[C:7]([C:18](O)=[O:19])[C:6]=2[CH:21]=1.C1C=CC2N(O)N=[N:33][C:31]=2C=1.CCN=C=NCCCN(C)C.CCN(CC)CC.CN. Product: [Br:1][C:2]1[C:3]([NH:22][S:23]([CH3:26])(=[O:25])=[O:24])=[CH:4][C:5]2[O:9][C:8]([C:10]3[CH:15]=[CH:14][C:13]([F:16])=[CH:12][C:11]=3[F:17])=[C:7]([C:18]([NH:33][CH3:31])=[O:19])[C:6]=2[CH:21]=1. The catalyst class is: 3. (7) Reactant: [CH2:1]([O:3][C:4]1[CH:12]=[C:11]([N+:13]([O-:15])=[O:14])[CH:10]=[CH:9][C:5]=1[C:6]([OH:8])=[O:7])[CH3:2].O.[C:17]1(C)C=CC(S(O)(=O)=O)=CC=1. Product: [CH2:1]([O:3][C:4]1[CH:12]=[C:11]([N+:13]([O-:15])=[O:14])[CH:10]=[CH:9][C:5]=1[C:6]([O:8][CH3:17])=[O:7])[CH3:2]. The catalyst class is: 5. (8) Reactant: [N+:1]([C:4]1[CH:12]=[C:11]2[C:7]([CH:8]=[C:9]([C:13]([OH:15])=O)[NH:10]2)=[CH:6][CH:5]=1)([O-:3])=[O:2].[F:16][C:17]1[CH:22]=[C:21]([F:23])[CH:20]=[CH:19][C:18]=1[C:24]1[CH:29]=[CH:28][CH:27]=[C:26]([NH2:30])[CH:25]=1.C(Cl)CCl.C1C=CC2N(O)N=NC=2C=1.CCN(C(C)C)C(C)C. Product: [F:16][C:17]1[CH:22]=[C:21]([F:23])[CH:20]=[CH:19][C:18]=1[C:24]1[CH:29]=[CH:28][CH:27]=[C:26]([NH:30][C:13]([C:9]2[NH:10][C:11]3[C:7]([CH:8]=2)=[CH:6][CH:5]=[C:4]([N+:1]([O-:3])=[O:2])[CH:12]=3)=[O:15])[CH:25]=1. The catalyst class is: 3. (9) Reactant: [Br-].[Mg+2].[Br-].[Cl:4][C:5]1[C:6]([O:21]CC=C(Cl)Cl)=[C:7]([CH:12]=[C:13]([O:15][CH2:16][CH:17]=[C:18]([Cl:20])[Cl:19])[CH:14]=1)[C:8]([O:10][CH3:11])=[O:9].Cl.O. Product: [Cl:4][C:5]1[C:6]([OH:21])=[C:7]([CH:12]=[C:13]([O:15][CH2:16][CH:17]=[C:18]([Cl:19])[Cl:20])[CH:14]=1)[C:8]([O:10][CH3:11])=[O:9]. The catalyst class is: 11.